From a dataset of Forward reaction prediction with 1.9M reactions from USPTO patents (1976-2016). Predict the product of the given reaction. (1) Given the reactants [ClH:1].[NH2:2][C@@H:3]([CH3:10])[C:4]([O:6][CH:7]([CH3:9])[CH3:8])=[O:5].[P:11](Cl)(Cl)(=[O:19])[O:12][C:13]1[CH:18]=[CH:17][CH:16]=[CH:15][CH:14]=1.C(N(CC)CC)C, predict the reaction product. The product is: [Cl:1][C:14]1[CH:15]=[CH:16][CH:17]=[CH:18][C:13]=1[O:12][P:11](=[N:2][C@@H:3]([CH3:10])[C:4]([O:6][CH:7]([CH3:9])[CH3:8])=[O:5])=[O:19]. (2) Given the reactants [CH3:1][C:2]1[C:8]([C:9]2[CH:14]=[CH:13][N:12]=[C:11]3[CH:15]=[C:16]([C:18]4[CH:23]=[CH:22][C:21]([C:24]([N:26]5[CH2:30][CH2:29][CH2:28][CH2:27]5)=[O:25])=[CH:20][CH:19]=4)[O:17][C:10]=23)=[CH:7][CH:6]=[CH:5][C:3]=1[NH2:4].[C:31]([C:35]1[CH:43]=[CH:42][C:38]([C:39](Cl)=[O:40])=[CH:37][CH:36]=1)([CH3:34])([CH3:33])[CH3:32], predict the reaction product. The product is: [C:31]([C:35]1[CH:36]=[CH:37][C:38]([C:39]([NH:4][C:3]2[CH:5]=[CH:6][CH:7]=[C:8]([C:9]3[CH:14]=[CH:13][N:12]=[C:11]4[CH:15]=[C:16]([C:18]5[CH:23]=[CH:22][C:21]([C:24]([N:26]6[CH2:30][CH2:29][CH2:28][CH2:27]6)=[O:25])=[CH:20][CH:19]=5)[O:17][C:10]=34)[C:2]=2[CH3:1])=[O:40])=[CH:42][CH:43]=1)([CH3:34])([CH3:32])[CH3:33]. (3) Given the reactants [ClH:1].FC1C=C(C(C(NC2C=CC(F)=CC=2)=O)C(N)=O)C=CC=1[O:9][C:10]1[C:15]2=[C:16](C)[C:17](OCCN3CCOCC3)=[CH:18][N:14]2[N:13]=[CH:12][N:11]=1, predict the reaction product. The product is: [Cl:1][C:16]1[CH:17]=[CH:18][N:14]2[C:15]=1[C:10](=[O:9])[NH:11][CH:12]=[N:13]2. (4) Given the reactants [Cl:1][C:2]1[CH:7]=[CH:6][C:5]([CH2:8][C:9]2[C:18]3[C:13](=[CH:14][CH:15]=[CH:16][CH:17]=3)[C:12](=[O:19])[N:11]([CH2:20][C@H:21]3[CH2:25][CH2:24][CH2:23][NH:22]3)[N:10]=2)=[CH:4][CH:3]=1.[CH2:26]([NH:33][C:34](=[O:37])[CH:35]=[CH2:36])[C:27]1[CH:32]=[CH:31][CH:30]=[CH:29][CH:28]=1.CO, predict the reaction product. The product is: [CH:12]([OH:19])=[O:37].[Cl:1][C:2]1[CH:7]=[CH:6][C:5]([CH2:8][C:9]2[C:18]3[C:13](=[CH:14][CH:15]=[CH:16][CH:17]=3)[C:12](=[O:19])[N:11]([CH2:20][C@H:21]3[CH2:25][CH2:24][CH2:23][N:22]3[CH2:36][CH2:35][C:34]([NH:33][CH2:26][C:27]3[CH:32]=[CH:31][CH:30]=[CH:29][CH:28]=3)=[O:37])[N:10]=2)=[CH:4][CH:3]=1. (5) Given the reactants [C:1]([O:5][C:6]([N:8]1[CH2:13][CH2:12][CH:11]([O:14][C:15]2[CH:20]=[CH:19][C:18]([CH2:21]C(=O)C)=[CH:17][CH:16]=2)[CH2:10][CH2:9]1)=[O:7])([CH3:4])([CH3:3])[CH3:2].O.[C:26]([OH:30])(=O)[CH:27]=O.O.[NH2:32][NH2:33].[CH3:34][CH2:35]O, predict the reaction product. The product is: [C:1]([O:5][C:6]([N:8]1[CH2:9][CH2:10][CH:11]([O:14][C:15]2[CH:20]=[CH:19][C:18]([C:21]3[C:35]([CH3:34])=[N:32][NH:33][C:26](=[O:30])[CH:27]=3)=[CH:17][CH:16]=2)[CH2:12][CH2:13]1)=[O:7])([CH3:4])([CH3:3])[CH3:2]. (6) Given the reactants [C:1]1([C:7]2[CH:11]=[C:10]([C:12]3[CH:17]=[CH:16][CH:15]=[CH:14][CH:13]=3)[N:9]([CH2:18][C:19](O)=[O:20])[N:8]=2)[CH:6]=[CH:5][CH:4]=[CH:3][CH:2]=1.CCN(C(C)C)C(C)C.CN(C(ON1N=NC2C=CC=CC1=2)=[N+](C)C)C.[B-](F)(F)(F)F.[Cl:53][C:54]1[CH:55]=[N:56][C:57]([CH:60]2[CH2:65][CH2:64][NH:63][CH2:62][CH2:61]2)=[N:58][CH:59]=1.N, predict the reaction product. The product is: [C:1]1([C:7]2[CH:11]=[C:10]([C:12]3[CH:17]=[CH:16][CH:15]=[CH:14][CH:13]=3)[N:9]([CH2:18][C:19]([N:63]3[CH2:62][CH2:61][CH:60]([C:57]4[N:56]=[CH:55][C:54]([Cl:53])=[CH:59][N:58]=4)[CH2:65][CH2:64]3)=[O:20])[N:8]=2)[CH:6]=[CH:5][CH:4]=[CH:3][CH:2]=1. (7) Given the reactants C(OC(=O)[NH:7][C:8]1[CH:13]=[CH:12][C:11]([O:14][CH3:15])=[CH:10][C:9]=1[CH2:16][CH:17]([OH:22])[C:18]([CH3:21])([CH3:20])[CH3:19])(C)(C)C.FC(F)(F)C(O)=O.C(=O)([O-])O.[Na+], predict the reaction product. The product is: [NH2:7][C:8]1[CH:13]=[CH:12][C:11]([O:14][CH3:15])=[CH:10][C:9]=1[CH2:16][CH:17]([OH:22])[C:18]([CH3:20])([CH3:19])[CH3:21]. (8) Given the reactants I[C:2]1[CH:3]=[C:4]([C:20]([NH:22][CH2:23][C:24]2[CH:29]=[CH:28][C:27]([S:30]([CH3:33])(=[O:32])=[O:31])=[CH:26][CH:25]=2)=[O:21])[C:5](=[O:19])[N:6]([C:9]2[CH:14]=[CH:13][CH:12]=[C:11]([C:15]([F:18])([F:17])[F:16])[CH:10]=2)[C:7]=1[CH3:8].C([Sn](CCCC)(CCCC)[C:39]1[CH:44]=[N:43][CH:42]=[CH:41][N:40]=1)CCC.C1(P(C2C=CC=CC=2)C2C=CC=CC=2)C=CC=CC=1, predict the reaction product. The product is: [CH3:8][C:7]1[N:6]([C:9]2[CH:14]=[CH:13][CH:12]=[C:11]([C:15]([F:17])([F:18])[F:16])[CH:10]=2)[C:5](=[O:19])[C:4]([C:20]([NH:22][CH2:23][C:24]2[CH:29]=[CH:28][C:27]([S:30]([CH3:33])(=[O:31])=[O:32])=[CH:26][CH:25]=2)=[O:21])=[CH:3][C:2]=1[C:39]1[CH:44]=[N:43][CH:42]=[CH:41][N:40]=1. (9) Given the reactants [F:1][C:2]1[CH:3]=[C:4]([C:13]2[N:17]([C:18]3[CH:23]=[CH:22][N:21]=[C:20]([Cl:24])[CH:19]=3)[N:16]=[C:15]([C:25]([OH:27])=O)[CH:14]=2)[CH:5]=[C:6]([O:8][C:9]([F:12])([F:11])[F:10])[CH:7]=1.ClC1C=C(C2N(C3C=NC=CC=3)N=C(C([N:49]3[CH2:54][CH2:53][NH:52][C:51](=[O:55])[CH2:50]3)=O)C=2)C=C(F)C=1.O=C1CNCCN1, predict the reaction product. The product is: [Cl:24][C:20]1[CH:19]=[C:18]([N:17]2[C:13]([C:4]3[CH:5]=[C:6]([O:8][C:9]([F:10])([F:11])[F:12])[CH:7]=[C:2]([F:1])[CH:3]=3)=[CH:14][C:15]([C:25]([N:49]3[CH2:54][CH2:53][NH:52][C:51](=[O:55])[CH2:50]3)=[O:27])=[N:16]2)[CH:23]=[CH:22][N:21]=1.